From a dataset of Merck oncology drug combination screen with 23,052 pairs across 39 cell lines. Regression. Given two drug SMILES strings and cell line genomic features, predict the synergy score measuring deviation from expected non-interaction effect. (1) Drug 1: CCC1(O)C(=O)OCc2c1cc1n(c2=O)Cc2cc3c(CN(C)C)c(O)ccc3nc2-1. Drug 2: CNC(=O)c1cc(Oc2ccc(NC(=O)Nc3ccc(Cl)c(C(F)(F)F)c3)cc2)ccn1. Cell line: HT29. Synergy scores: synergy=-12.2. (2) Drug 1: CC1(c2nc3c(C(N)=O)cccc3[nH]2)CCCN1. Drug 2: COC1CC2CCC(C)C(O)(O2)C(=O)C(=O)N2CCCCC2C(=O)OC(C(C)CC2CCC(OP(C)(C)=O)C(OC)C2)CC(=O)C(C)C=C(C)C(O)C(OC)C(=O)C(C)CC(C)C=CC=CC=C1C. Cell line: PA1. Synergy scores: synergy=5.01. (3) Drug 1: N#Cc1ccc(Cn2cncc2CN2CCN(c3cccc(Cl)c3)C(=O)C2)cc1. Drug 2: Cc1nc(Nc2ncc(C(=O)Nc3c(C)cccc3Cl)s2)cc(N2CCN(CCO)CC2)n1. Cell line: HT144. Synergy scores: synergy=-5.23. (4) Drug 1: CCC1=CC2CN(C1)Cc1c([nH]c3ccccc13)C(C(=O)OC)(c1cc3c(cc1OC)N(C)C1C(O)(C(=O)OC)C(OC(C)=O)C4(CC)C=CCN5CCC31C54)C2. Drug 2: C#Cc1cccc(Nc2ncnc3cc(OCCOC)c(OCCOC)cc23)c1. Cell line: EFM192B. Synergy scores: synergy=5.39. (5) Drug 1: C=CCn1c(=O)c2cnc(Nc3ccc(N4CCN(C)CC4)cc3)nc2n1-c1cccc(C(C)(C)O)n1. Drug 2: NC1CCCCC1N.O=C(O)C(=O)O.[Pt+2]. Cell line: NCIH2122. Synergy scores: synergy=-8.88. (6) Drug 1: CN1C(=O)C=CC2(C)C3CCC4(C)C(NC(=O)OCC(F)(F)F)CCC4C3CCC12. Drug 2: Cn1c(=O)n(-c2ccc(C(C)(C)C#N)cc2)c2c3cc(-c4cnc5ccccc5c4)ccc3ncc21. Cell line: EFM192B. Synergy scores: synergy=27.9. (7) Drug 1: COC1CC2CCC(C)C(O)(O2)C(=O)C(=O)N2CCCCC2C(=O)OC(C(C)CC2CCC(OP(C)(C)=O)C(OC)C2)CC(=O)C(C)C=C(C)C(O)C(OC)C(=O)C(C)CC(C)C=CC=CC=C1C. Drug 2: CCc1cnn2c(NCc3ccc[n+]([O-])c3)cc(N3CCCCC3CCO)nc12. Cell line: HT144. Synergy scores: synergy=-0.144. (8) Drug 1: CN1C(=O)C=CC2(C)C3CCC4(C)C(NC(=O)OCC(F)(F)F)CCC4C3CCC12. Drug 2: N.N.O=C(O)C1(C(=O)O)CCC1.[Pt]. Cell line: NCIH2122. Synergy scores: synergy=3.26. (9) Drug 1: O=P1(N(CCCl)CCCl)NCCCO1. Drug 2: CCc1cnn2c(NCc3ccc[n+]([O-])c3)cc(N3CCCCC3CCO)nc12. Cell line: SW620. Synergy scores: synergy=6.29.